Predict the product of the given reaction. From a dataset of Forward reaction prediction with 1.9M reactions from USPTO patents (1976-2016). (1) Given the reactants [S:1]1[CH:5]=[CH:4][CH:3]=[C:2]1[CH2:6][N:7]([CH:15]=[O:16])[CH2:8][CH2:9][C:10]([O:12]CC)=[O:11].[OH-].[K+], predict the reaction product. The product is: [S:1]1[CH:5]=[CH:4][CH:3]=[C:2]1[CH2:6][N:7]([CH:15]=[O:16])[CH2:8][CH2:9][C:10]([OH:12])=[O:11]. (2) Given the reactants [F-].C([N+](CCCC)(CCCC)CCCC)CCC.[CH2:19]([S:21][C:22]1[CH:28]=[CH:27][C:26]([C:29]#[C:30][Si](C)(C)C)=[CH:25][C:23]=1[NH2:24])[CH3:20], predict the reaction product. The product is: [CH2:19]([S:21][C:22]1[CH:28]=[CH:27][C:26]([C:29]#[CH:30])=[CH:25][C:23]=1[NH2:24])[CH3:20]. (3) Given the reactants [Cl:1][C:2]1[C:3]([F:23])=[C:4]([CH:20]=[CH:21][CH:22]=1)[O:5][C:6]1[CH2:10][N:9]([C@@H:11]([CH2:15][CH:16]([CH3:18])[CH3:17])[C:12]([OH:14])=O)[C:8](=[O:19])[CH:7]=1.CN(C)CCCN=C=NCC.ON1C2C=CC=CC=2N=N1.[CH3:45][C:46]1([CH3:58])[O:50][C@H:49]([CH2:51][N:52]2[CH:56]=[CH:55][C:54]([NH2:57])=[N:53]2)[CH2:48][O:47]1, predict the reaction product. The product is: [CH3:45][C:46]1([CH3:58])[O:50][C@H:49]([CH2:51][N:52]2[CH:56]=[CH:55][C:54]([NH:57][C:12](=[O:14])[C@@H:11]([N:9]3[CH2:10][C:6]([O:5][C:4]4[CH:20]=[CH:21][CH:22]=[C:2]([Cl:1])[C:3]=4[F:23])=[CH:7][C:8]3=[O:19])[CH2:15][CH:16]([CH3:18])[CH3:17])=[N:53]2)[CH2:48][O:47]1. (4) Given the reactants [Cl:1][C:2]1[N:7]=[CH:6][C:5]([CH2:8][N:9]([CH2:16][CH:17]([F:19])[F:18])[C:10]2[CH2:14][O:13][C:12](=[O:15])[CH:11]=2)=[CH:4][CH:3]=1.C(N(CC)CC)C.[Br:27]N1C(=O)CCC1=O, predict the reaction product. The product is: [Br:27][C:11]1[C:12](=[O:15])[O:13][CH2:14][C:10]=1[N:9]([CH2:8][C:5]1[CH:6]=[N:7][C:2]([Cl:1])=[CH:3][CH:4]=1)[CH2:16][CH:17]([F:19])[F:18]. (5) Given the reactants [H-].[H-].[H-].[H-].[Li+].[Al+3].OS(O)(=O)=O.[Br:12][C:13]1[CH:14]=[C:15]([CH:18]=[CH:19][C:20]=1[CH3:21])[C:16]#[N:17].[OH-].[Na+].[ClH:24], predict the reaction product. The product is: [ClH:24].[Br:12][C:13]1[CH:14]=[C:15]([CH2:16][NH2:17])[CH:18]=[CH:19][C:20]=1[CH3:21].